Dataset: Forward reaction prediction with 1.9M reactions from USPTO patents (1976-2016). Task: Predict the product of the given reaction. (1) Given the reactants Cl.[NH2:2][OH:3].[OH-].[K+].[N:6]1[CH:11]=[CH:10][CH:9]=[C:8]([CH2:12][O:13][C:14]([NH:16][C:17]2[S:18][CH:19]=[C:20]([CH2:22][C:23]([NH:25][CH2:26][CH2:27][CH2:28][CH2:29][CH2:30][C:31]([O:33]C)=O)=[O:24])[N:21]=2)=[O:15])[CH:7]=1.O, predict the reaction product. The product is: [N:6]1[CH:11]=[CH:10][CH:9]=[C:8]([CH2:12][O:13][C:14](=[O:15])[NH:16][C:17]2[S:18][CH:19]=[C:20]([CH2:22][C:23]([NH:25][CH2:26][CH2:27][CH2:28][CH2:29][CH2:30][C:31]([NH:2][OH:3])=[O:33])=[O:24])[N:21]=2)[CH:7]=1. (2) Given the reactants [CH3:1][C:2]1[O:6][C:5]([C:7]([NH:9][C:10]([C:13]2[N:19]([CH3:20])[C:17](=[O:18])[C:16]([OH:21])=[C:15]([C:22]([NH:24][CH2:25][C:26]3[CH:27]=[CH:28][C:29]([F:32])=[CH:30][CH:31]=3)=[O:23])[N:14]=2)([CH3:12])[CH3:11])=[O:8])=[N:4][N:3]=1.[OH-].[K+:34].CC(C)=O.O, predict the reaction product. The product is: [CH3:1][C:2]1[O:6][C:5]([C:7]([NH:9][C:10]([C:13]2[N:19]([CH3:20])[C:17](=[O:18])[C:16]([O-:21])=[C:15]([C:22]([NH:24][CH2:25][C:26]3[CH:27]=[CH:28][C:29]([F:32])=[CH:30][CH:31]=3)=[O:23])[N:14]=2)([CH3:12])[CH3:11])=[O:8])=[N:4][N:3]=1.[K+:34]. (3) Given the reactants [H-].[Na+].[Br:3][C:4]1[CH:5]=[C:6]([NH:11][C:12](=[O:17])[CH2:13][CH2:14][CH2:15]Cl)[CH:7]=[CH:8][C:9]=1[F:10], predict the reaction product. The product is: [Br:3][C:4]1[CH:5]=[C:6]([N:11]2[CH2:15][CH2:14][CH2:13][C:12]2=[O:17])[CH:7]=[CH:8][C:9]=1[F:10].